This data is from Reaction yield outcomes from USPTO patents with 853,638 reactions. The task is: Predict the reaction yield, written as a fraction of the theoretical maximum amount of product (1.0 means a 100% yield; for example, 0.34 means a 34% yield). The reactants are C[O:2][C:3](=O)[CH2:4][CH2:5][C:6]1[S:10][C:9]2[CH:11]=[CH:12][CH:13]=[CH:14][C:8]=2[C:7]=1[Cl:15].[Li+].[BH4-].CO.[OH-].[Na+]. The catalyst is CCOCC. The product is [Cl:15][C:7]1[C:8]2[CH:14]=[CH:13][CH:12]=[CH:11][C:9]=2[S:10][C:6]=1[CH2:5][CH2:4][CH2:3][OH:2]. The yield is 0.790.